Dataset: Forward reaction prediction with 1.9M reactions from USPTO patents (1976-2016). Task: Predict the product of the given reaction. (1) The product is: [CH3:37][C:36]1([CH3:38])[C:21]2[C:22](=[CH:23][C:24]3[C:25]([CH3:29])([CH3:28])[C:26]4[CH:27]=[C:15]([NH:48][C:41]5[C:42]([CH3:47])=[CH:43][C:44]([CH3:46])=[CH:45][C:40]=5[CH3:39])[CH:16]=[CH:17][C:18]=4[C:19]=3[CH:20]=2)[C:30]2[C:35]1=[CH:34][CH:33]=[CH:32][CH:31]=2. Given the reactants C(P(C(C)(C)C)C(C)(C)C)(C)(C)C.Br[C:15]1[CH:16]=[CH:17][C:18]2[C:19]3[CH:20]=[C:21]4[C:36]([CH3:38])([CH3:37])[C:35]5[C:30](=[CH:31][CH:32]=[CH:33][CH:34]=5)[C:22]4=[CH:23][C:24]=3[C:25]([CH3:29])([CH3:28])[C:26]=2[CH:27]=1.[CH3:39][C:40]1[CH:45]=[C:44]([CH3:46])[CH:43]=[C:42]([CH3:47])[C:41]=1[NH2:48].CC(C)([O-])C.[Na+], predict the reaction product. (2) Given the reactants [N:1]1([C:5]([C:7]2[CH:32]=[CH:31][C:10]3[N:11]([CH:24]([CH2:29][CH3:30])[C:25]([O:27]C)=[O:26])[C:12](=[N:14][C:15](=[O:23])[C:16]4[CH:21]=[CH:20][C:19]([CH3:22])=[CH:18][CH:17]=4)[S:13][C:9]=3[CH:8]=2)=[O:6])[CH2:4][CH2:3][CH2:2]1.[OH-].[Na+], predict the reaction product. The product is: [N:1]1([C:5]([C:7]2[CH:32]=[CH:31][C:10]3[N:11]([CH:24]([CH2:29][CH3:30])[C:25]([OH:27])=[O:26])[C:12](=[N:14][C:15](=[O:23])[C:16]4[CH:21]=[CH:20][C:19]([CH3:22])=[CH:18][CH:17]=4)[S:13][C:9]=3[CH:8]=2)=[O:6])[CH2:4][CH2:3][CH2:2]1. (3) Given the reactants [CH2:1]([O:3][C:4](=[O:15])[C:5]([C:7]1(Br)[CH2:11][CH2:10][O:9][CH:8]1[O:12][CH3:13])=[O:6])[CH3:2].C(N(CC)CC)C.[H][H], predict the reaction product. The product is: [CH2:1]([O:3][C:4](=[O:15])[C:5]([CH:7]1[CH2:11][CH2:10][O:9][CH:8]1[O:12][CH3:13])=[O:6])[CH3:2]. (4) Given the reactants [C:1]12([C:11]3[N:12]=[C:13]([CH3:18])[S:14][C:15]=3[CH2:16]O)[CH2:10][CH:5]3[CH2:6][CH:7]([CH2:9][CH:3]([CH2:4]3)[CH2:2]1)[CH2:8]2.N1C=CC=CC=1.CS([Cl:29])(=O)=O.O, predict the reaction product. The product is: [C:1]12([C:11]3[N:12]=[C:13]([CH3:18])[S:14][C:15]=3[CH2:16][Cl:29])[CH2:10][CH:5]3[CH2:6][CH:7]([CH2:9][CH:3]([CH2:4]3)[CH2:2]1)[CH2:8]2. (5) Given the reactants [NH2:1][C:2]1[C:3]([C:16]([O:18][CH2:19][CH3:20])=[O:17])=[N:4][CH:5]=[C:6]([CH2:8][C:9]2[CH:14]=[CH:13][C:12]([F:15])=[CH:11][CH:10]=2)[CH:7]=1.[O:21]=[C:22]1[C:30]2[C:25](=[CH:26][CH:27]=[CH:28][CH:29]=2)[C:24](=[O:31])[N:23]1[CH2:32][CH2:33][CH:34]=O.C(O[BH-](OC(=O)C)OC(=O)C)(=O)C.[Na+], predict the reaction product. The product is: [O:21]=[C:22]1[C:30]2[C:25](=[CH:26][CH:27]=[CH:28][CH:29]=2)[C:24](=[O:31])[N:23]1[CH2:32][CH2:33][CH2:34][NH:1][C:2]1[C:3]([C:16]([O:18][CH2:19][CH3:20])=[O:17])=[N:4][CH:5]=[C:6]([CH2:8][C:9]2[CH:10]=[CH:11][C:12]([F:15])=[CH:13][CH:14]=2)[CH:7]=1. (6) Given the reactants [NH2:1][C:2]1[CH:7]=[CH:6][C:5]([N:8]([CH2:11][CH3:12])[CH2:9][CH3:10])=[CH:4][C:3]=1[C:13]1[CH:14]=[C:15]([CH:30]=[CH:31][N:32]=1)[C:16]([NH:18][CH2:19][C:20]1[CH:25]=[CH:24][CH:23]=[C:22]([C:26]([F:29])([F:28])[F:27])[CH:21]=1)=[O:17].CC(C)([O:36][C:37](=[O:68])[CH2:38][CH2:39][O:40][CH2:41][CH2:42][O:43][CH2:44][CH2:45][O:46][CH2:47][CH2:48][O:49][CH2:50][CH2:51][O:52][CH2:53][CH2:54][O:55][CH2:56][CH2:57][CH2:58][C:59]1[CH:60]=[C:61]([CH:65]=[CH:66][CH:67]=1)[C:62](O)=[O:63])C, predict the reaction product. The product is: [CH2:9]([N:8]([CH2:11][CH3:12])[C:5]1[CH:6]=[CH:7][C:2]([NH:1][C:62]([C:61]2[CH:60]=[C:59]([CH2:58][CH2:57][CH2:56][O:55][CH2:54][CH2:53][O:52][CH2:51][CH2:50][O:49][CH2:48][CH2:47][O:46][CH2:45][CH2:44][O:43][CH2:42][CH2:41][O:40][CH2:39][CH2:38][C:37]([OH:68])=[O:36])[CH:67]=[CH:66][CH:65]=2)=[O:63])=[C:3]([C:13]2[CH:14]=[C:15]([C:16](=[O:17])[NH:18][CH2:19][C:20]3[CH:25]=[CH:24][CH:23]=[C:22]([C:26]([F:27])([F:28])[F:29])[CH:21]=3)[CH:30]=[CH:31][N:32]=2)[CH:4]=1)[CH3:10]. (7) Given the reactants [O:1]1[CH2:6][CH2:5][N:4]([C:7]2[C:16]3[C:11](=[CH:12][CH:13]=[CH:14][CH:15]=3)[C:10](=[O:17])[NH:9][N:8]=2)[CH2:3][CH2:2]1.CC([O-])(C)C.[K+].C1(P(O[NH2:39])(C2C=CC=CC=2)=O)C=CC=CC=1, predict the reaction product. The product is: [NH2:39][N:9]1[N:8]=[C:7]([N:4]2[CH2:5][CH2:6][O:1][CH2:2][CH2:3]2)[C:16]2[C:11](=[CH:12][CH:13]=[CH:14][CH:15]=2)[C:10]1=[O:17]. (8) The product is: [CH3:21][C:17]1([CH3:20])[O:16][C@@H:15]2[C:14]([CH2:22][O:23][C:24]([C:37]3[CH:38]=[CH:39][CH:40]=[CH:41][CH:42]=3)([C:31]3[CH:36]=[CH:35][CH:34]=[CH:33][CH:32]=3)[C:25]3[CH:26]=[CH:27][CH:28]=[CH:29][CH:30]=3)=[CH:13][C@@H:12]([C:9]3[N:5]4[CH:6]=[CH:7][N:8]=[C:3]([NH2:1])[C:4]4=[N:11][CH:10]=3)[C@@H:19]2[O:18]1. Given the reactants [NH3:1].Cl[C:3]1[C:4]2[N:5]([C:9]([C@H:12]3[C@H:19]4[C@H:15]([O:16][C:17]([CH3:21])([CH3:20])[O:18]4)[C:14]([CH2:22][O:23][C:24]([C:37]4[CH:42]=[CH:41][CH:40]=[CH:39][CH:38]=4)([C:31]4[CH:36]=[CH:35][CH:34]=[CH:33][CH:32]=4)[C:25]4[CH:30]=[CH:29][CH:28]=[CH:27][CH:26]=4)=[CH:13]3)=[CH:10][N:11]=2)[CH:6]=[CH:7][N:8]=1, predict the reaction product. (9) Given the reactants [Cl:1][C:2]1[CH:11]=[CH:10][C:9]2[CH:8]3[CH2:12][CH:13]=[CH:14][C:15](=[O:16])[N:7]3[CH2:6][CH2:5][C:4]=2[N:3]=1.CCOC(C)=O, predict the reaction product. The product is: [Cl:1][C:2]1[CH:11]=[CH:10][C:9]2[CH:8]3[CH2:12][CH2:13][CH2:14][C:15](=[O:16])[N:7]3[CH2:6][CH2:5][C:4]=2[N:3]=1.